This data is from NCI-60 drug combinations with 297,098 pairs across 59 cell lines. The task is: Regression. Given two drug SMILES strings and cell line genomic features, predict the synergy score measuring deviation from expected non-interaction effect. (1) Drug 1: CS(=O)(=O)C1=CC(=C(C=C1)C(=O)NC2=CC(=C(C=C2)Cl)C3=CC=CC=N3)Cl. Drug 2: CC1=CC=C(C=C1)C2=CC(=NN2C3=CC=C(C=C3)S(=O)(=O)N)C(F)(F)F. Cell line: IGROV1. Synergy scores: CSS=8.02, Synergy_ZIP=-1.38, Synergy_Bliss=4.49, Synergy_Loewe=4.90, Synergy_HSA=4.88. (2) Cell line: OVCAR-4. Drug 2: CN1C(=O)N2C=NC(=C2N=N1)C(=O)N. Synergy scores: CSS=-4.60, Synergy_ZIP=1.62, Synergy_Bliss=-0.172, Synergy_Loewe=-5.83, Synergy_HSA=-3.81. Drug 1: COC1=CC(=CC(=C1O)OC)C2C3C(COC3=O)C(C4=CC5=C(C=C24)OCO5)OC6C(C(C7C(O6)COC(O7)C8=CC=CS8)O)O.